From a dataset of Reaction yield outcomes from USPTO patents with 853,638 reactions. Predict the reaction yield, written as a fraction of the theoretical maximum amount of product (1.0 means a 100% yield; for example, 0.34 means a 34% yield). (1) The reactants are [F:1][C:2]([F:11])([F:10])[C:3]1[CH:8]=[CH:7][C:6]([OH:9])=[CH:5][CH:4]=1.C(=O)([O-])[O-].[K+].[K+].[CH2:18](Br)[CH:19]=[CH2:20]. The catalyst is CC#N. The product is [CH2:20]([O:9][C:6]1[CH:5]=[CH:4][C:3]([C:2]([F:10])([F:11])[F:1])=[CH:8][CH:7]=1)[CH:19]=[CH2:18]. The yield is 0.560. (2) The reactants are C([O:3][C:4]([C:6]1[C:14]2[C:9](=[CH:10][C:11]([CH3:24])=[C:12]([C:15]3[CH:20]=[CH:19][C:18]([O:21][CH3:22])=[CH:17][C:16]=3[F:23])[CH:13]=2)[NH:8][N:7]=1)=[O:5])C.[Li+].[OH-].Cl. The catalyst is C1COCC1.O. The product is [F:23][C:16]1[CH:17]=[C:18]([O:21][CH3:22])[CH:19]=[CH:20][C:15]=1[C:12]1[CH:13]=[C:14]2[C:9](=[CH:10][C:11]=1[CH3:24])[NH:8][N:7]=[C:6]2[C:4]([OH:5])=[O:3]. The yield is 0.900. (3) The reactants are S(Cl)([Cl:3])=O.[CH3:5][O:6][C:7](=[O:26])[C@@H:8]([CH2:14][C:15]1[C:16]([CH2:24]O)=[C:17]2[C:21](=[CH:22][CH:23]=1)[NH:20][N:19]=[CH:18]2)[CH2:9][C:10]([O:12][CH3:13])=[O:11]. The catalyst is ClCCl. The product is [ClH:3].[CH3:5][O:6][C:7](=[O:26])[C@@H:8]([CH2:14][C:15]1[C:16]([CH2:24][Cl:3])=[C:17]2[C:21](=[CH:22][CH:23]=1)[NH:20][N:19]=[CH:18]2)[CH2:9][C:10]([O:12][CH3:13])=[O:11]. The yield is 0.960. (4) The reactants are [Br:1][C:2]1[CH:7]=[CH:6][C:5](O)=[C:4]([F:9])[CH:3]=1.[C:10](=[O:13])([O-])[O-].[Cs+].[Cs+].[C:16](#[N:18])[CH3:17]. The yield is 0.940. The catalyst is ClCCCN1CCC[C@H]1C. The product is [Br:1][C:2]1[CH:7]=[CH:6][C:5]([O:13][CH2:10][CH2:17][CH2:16][N:18]2[CH2:6][CH2:7][CH2:2][C@H:3]2[CH3:4])=[C:4]([F:9])[CH:3]=1. (5) The reactants are C[Al](C)C.[CH:5]([NH2:8])([CH3:7])[CH3:6].C[O:10][C:11](=O)[C:12]1[CH:17]=[CH:16][C:15]([O:18][CH2:19][C:20]2[C:21]([C:29]3[CH:34]=[CH:33][CH:32]=[CH:31][CH:30]=3)=[N:22][O:23][C:24]=2[C:25]([F:28])([F:27])[F:26])=[N:14][CH:13]=1.O. The catalyst is O1CCOCC1. The product is [CH:5]([NH:8][C:11](=[O:10])[C:12]1[CH:17]=[CH:16][C:15]([O:18][CH2:19][C:20]2[C:21]([C:29]3[CH:34]=[CH:33][CH:32]=[CH:31][CH:30]=3)=[N:22][O:23][C:24]=2[C:25]([F:28])([F:27])[F:26])=[N:14][CH:13]=1)([CH3:7])[CH3:6]. The yield is 0.950. (6) The reactants are [C:1]([O:5][C:6](=[O:20])[NH:7][C@H:8]([CH2:18][OH:19])[CH2:9][CH2:10][C:11]1[CH:16]=[CH:15][C:14]([Br:17])=[CH:13][CH:12]=1)([CH3:4])([CH3:3])[CH3:2].C(N(CC)CC)C.CCOC(C)=O. The catalyst is CS(C)=O. The product is [C:1]([O:5][C:6](=[O:20])[NH:7][C@H:8]([CH:18]=[O:19])[CH2:9][CH2:10][C:11]1[CH:16]=[CH:15][C:14]([Br:17])=[CH:13][CH:12]=1)([CH3:4])([CH3:2])[CH3:3]. The yield is 0.640. (7) The reactants are [CH3:1][N:2]1[CH2:7][CH2:6][N:5]([C:8]2[CH:13]=[CH:12][CH:11]=[CH:10][C:9]=2[CH2:14][CH:15]2[CH2:19][CH2:18][N:17]([C:20]3[CH:25]=[CH:24][C:23]([C:26]([F:29])([F:28])[F:27])=[CH:22][CH:21]=3)[C:16]2=[O:30])[CH2:4][CH2:3]1.[C:31]1([CH3:58])[CH:36]=[CH:35][C:34]([C:37]([C@:39]([C:55]([OH:57])=[O:56])([OH:54])[C@:40]([C:45]([C:47]2[CH:52]=[CH:51][C:50]([CH3:53])=[CH:49][CH:48]=2)=[O:46])([OH:44])[C:41]([OH:43])=[O:42])=[O:38])=[CH:33][CH:32]=1. The catalyst is CC(=O)CC. The product is [C:31]1([CH3:58])[CH:36]=[CH:35][C:34]([C:37]([C@:39]([C:55]([OH:57])=[O:56])([OH:54])[C@:40]([C:45]([C:47]2[CH:48]=[CH:49][C:50]([CH3:53])=[CH:51][CH:52]=2)=[O:46])([OH:44])[C:41]([OH:43])=[O:42])=[O:38])=[CH:33][CH:32]=1.[CH3:1][N:2]1[CH2:7][CH2:6][N:5]([C:8]2[CH:13]=[CH:12][CH:11]=[CH:10][C:9]=2[CH2:14][C@H:15]2[CH2:19][CH2:18][N:17]([C:20]3[CH:21]=[CH:22][C:23]([C:26]([F:29])([F:28])[F:27])=[CH:24][CH:25]=3)[C:16]2=[O:30])[CH2:4][CH2:3]1. The yield is 0.450.